This data is from Catalyst prediction with 721,799 reactions and 888 catalyst types from USPTO. The task is: Predict which catalyst facilitates the given reaction. (1) Reactant: [C:1]([N:4]([C:8]1[CH:17]=[C:16]2[C:11]([CH:12]=[C:13]([C:21]3[CH:26]=[C:25]([NH:27][C:28]([NH:30][C:31]4[CH:36]=[CH:35][CH:34]=[CH:33][CH:32]=4)=[O:29])[C:24]([F:37])=[CH:23][C:22]=3[F:38])[C:14](=[O:20])[N:15]2[CH2:18][CH3:19])=[CH:10][N:9]=1)C(=O)C)(=[O:3])[CH3:2].C([O-])([O-])=O.[K+].[K+].O. Product: [C:1]([NH:4][C:8]1[CH:17]=[C:16]2[C:11]([CH:12]=[C:13]([C:21]3[C:22]([F:38])=[CH:23][C:24]([F:37])=[C:25]([NH:27][C:28]([NH:30][C:31]4[CH:32]=[CH:33][CH:34]=[CH:35][CH:36]=4)=[O:29])[CH:26]=3)[C:14](=[O:20])[N:15]2[CH2:18][CH3:19])=[CH:10][N:9]=1)(=[O:3])[CH3:2]. The catalyst class is: 5. (2) Reactant: [CH:1]([O:4][C:5]1[C:10]([C:11]([F:14])([F:13])[F:12])=[CH:9][C:8]([N+:15]([O-])=O)=[CH:7][C:6]=1[N:18]1[C:22](=[O:23])[N:21]([CH3:24])[N:20]=[N:19]1)([CH3:3])[CH3:2]. Product: [NH2:15][C:8]1[CH:9]=[C:10]([C:11]([F:12])([F:14])[F:13])[C:5]([O:4][CH:1]([CH3:3])[CH3:2])=[C:6]([N:18]2[C:22](=[O:23])[N:21]([CH3:24])[N:20]=[N:19]2)[CH:7]=1. The catalyst class is: 19. (3) Reactant: [F:1][C:2]1[CH:7]=[CH:6][C:5]([C:8]2[C:9](=[O:19])[C:10]([C:14]([O:16][CH2:17][CH3:18])=[O:15])=[CH:11][NH:12][CH:13]=2)=[CH:4][CH:3]=1.C(=O)([O-])[O-].[Cs+].[Cs+].Br.Br[CH2:28][CH2:29][N:30]([CH2:33][CH3:34])[CH2:31][CH3:32].Cl. Product: [CH2:29]([N:30]([CH2:33][CH3:34])[CH2:31][CH2:32][N:12]1[CH:13]=[C:8]([C:5]2[CH:4]=[CH:3][C:2]([F:1])=[CH:7][CH:6]=2)[C:9](=[O:19])[C:10]([C:14]([O:16][CH2:17][CH3:18])=[O:15])=[CH:11]1)[CH3:28]. The catalyst class is: 3. (4) Reactant: [Cl:1][C:2]1[CH:3]=[C:4]([NH:9][C:10](=[O:31])[CH2:11][N:12]2[CH:16]=[C:15]([C:17]3[CH:22]=[CH:21][C:20]([N:23]4[CH:27]=[C:26]([CH3:28])[N:25]=[CH:24]4)=[C:19]([O:29][CH3:30])[CH:18]=3)[N:14]=[N:13]2)[CH:5]=[CH:6][C:7]=1[F:8].C[Si]([N-][Si](C)(C)C)(C)C.[K+].[O:42]([CH2:50][C:51]([F:54])([F:53])[F:52])S(C(F)(F)F)(=O)=O. Product: [F:52][C:51]([F:54])([F:53])[C:50]([OH:29])=[O:42].[Cl:1][C:2]1[CH:3]=[C:4]([N:9]([CH2:50][C:51]([F:54])([F:53])[F:52])[C:10](=[O:31])[CH2:11][N:12]2[CH:16]=[C:15]([C:17]3[CH:22]=[CH:21][C:20]([N:23]4[CH:27]=[C:26]([CH3:28])[N:25]=[CH:24]4)=[C:19]([O:29][CH3:30])[CH:18]=3)[N:14]=[N:13]2)[CH:5]=[CH:6][C:7]=1[F:8]. The catalyst class is: 3. (5) Reactant: Cl.[F:2][C:3]1[CH:8]=[CH:7][C:6]([NH:9][C:10]2[CH:15]=[CH:14][N:13]=[C:12]([NH:16][C:17]3[CH:22]=[CH:21][C:20]([S:23]([N:26]([CH3:33])[CH:27]4[CH2:32][CH2:31][NH:30][CH2:29][CH2:28]4)(=[O:25])=[O:24])=[CH:19][CH:18]=3)[N:11]=2)=[CH:5][C:4]=1[CH3:34].CO.ClCCl.[CH:40]([S:42]([CH3:45])(=[O:44])=[O:43])=[CH2:41]. Product: [F:2][C:3]1[CH:8]=[CH:7][C:6]([NH:9][C:10]2[CH:15]=[CH:14][N:13]=[C:12]([NH:16][C:17]3[CH:18]=[CH:19][C:20]([S:23]([N:26]([CH3:33])[CH:27]4[CH2:32][CH2:31][N:30]([CH2:41][CH2:40][S:42]([CH3:45])(=[O:44])=[O:43])[CH2:29][CH2:28]4)(=[O:24])=[O:25])=[CH:21][CH:22]=3)[N:11]=2)=[CH:5][C:4]=1[CH3:34]. The catalyst class is: 66. (6) Reactant: Br[C:2]1[CH:3]=[N:4][C:5]([Cl:12])=[C:6]([CH:11]=1)[C:7]([O:9][CH3:10])=[O:8].[O-]P([O-])([O-])=O.[K+].[K+].[K+].[CH3:21]B(O)O.C1(P(C2CCCCC2)C2CCCCC2)CCCCC1. Product: [Cl:12][C:5]1[N:4]=[CH:3][C:2]([CH3:21])=[CH:11][C:6]=1[C:7]([O:9][CH3:10])=[O:8]. The catalyst class is: 874. (7) Reactant: [Br:1][C:2]1[CH:3]=[C:4]2[CH2:12][CH2:11][C:10]3[CH:13]=[C:14]([Cl:17])[CH:15]=[CH:16][C:9]=3[CH:8]([N:18]3[CH2:23][CH2:22][N:21]([C:24]([O:26][C:27]([CH3:30])([CH3:29])[CH3:28])=[O:25])[C@@H:20]([C:31]([OH:33])=O)[CH2:19]3)[C:5]2=[N:6][CH:7]=1.Cl.CN(C)[CH2:37][CH2:38][CH2:39][N:40]=[C:41]=[N:42][CH2:43][CH3:44].O[N:47]1[C:51]2C=[CH:53][CH:54]=[CH:55][C:50]=2N=N1.CN1CCOCC1. Product: [Br:1][C:2]1[CH:3]=[C:4]2[CH2:12][CH2:11][C:10]3[CH:13]=[C:14]([Cl:17])[CH:15]=[CH:16][C:9]=3[CH:8]([N:18]3[CH2:23][CH2:22][N:21]([C:24]([O:26][C:27]([CH3:28])([CH3:30])[CH3:29])=[O:25])[C@@H:20]([C:31]([N:47]4[CH2:53][CH2:54][CH2:55][CH2:50][CH:51]4[CH2:37][CH2:38][CH2:39][N:40]4[CH:44]=[CH:43][N:42]=[CH:41]4)=[O:33])[CH2:19]3)[C:5]2=[N:6][CH:7]=1. The catalyst class is: 3. (8) Reactant: C(OS([C:9]1[CH:14]=[CH:13][C:12]([CH3:15])=CC=1)(=O)=O)CC#C.[NH:16]1C[CH2:20][CH2:19][CH2:18][CH2:17]1.C(=O)([O-])[O-].[K+].[K+]. Product: [CH2:17]([N:16]1[CH2:15][CH2:12][CH2:13][CH2:14][CH2:9]1)[CH2:18][C:19]#[CH:20]. The catalyst class is: 40. (9) Reactant: [O:1]1[CH:5]=[CH:4][C:3]([O:6][CH2:7][C@@H:8]2[O:12][C:11](=[O:13])[N:10]([C:14]3[CH:15]=[CH:16][C:17]4[C:23](=[O:24])[CH2:22][CH2:21][CH2:20][CH2:19][C:18]=4[CH:25]=3)[CH2:9]2)=[N:2]1.CO[CH:28](OC)[N:29]([CH3:31])[CH3:30]. Product: [CH3:28][N:29]([CH:31]=[C:22]1[CH2:21][CH2:20][CH2:19][C:18]2[CH:25]=[C:14]([N:10]3[CH2:9][C@H:8]([CH2:7][O:6][C:3]4[CH:4]=[CH:5][O:1][N:2]=4)[O:12][C:11]3=[O:13])[CH:15]=[CH:16][C:17]=2[C:23]1=[O:24])[CH3:30]. The catalyst class is: 259.